Dataset: Experimentally validated miRNA-target interactions with 360,000+ pairs, plus equal number of negative samples. Task: Binary Classification. Given a miRNA mature sequence and a target amino acid sequence, predict their likelihood of interaction. (1) The miRNA is mmu-miR-141-5p with sequence CAUCUUCCAGUGCAGUGUUGGA. The protein sequence of the target gene is MLKTESSGERTTLRSASPHRNAYRTEFQALKSTFDKPKSDGEQKTKEGEGSQQSRGRKYGSNVNRIKNLFMQMGMEPNENAAVIAKTRGKGGHSSPQRRMKPKEFLEKTDGSVVKLESSVSERISRFDTMYDGPSYSKFTETRKMFERSVHESGQNNRYSPKKEKAGGSEPQDEWGGSKSNRGSTDSLDSLSSRTEAVSPTVSQLSAVFENTDSPSAIISEKAENNEYSVTGHYPLNLPSVTVTNLDTFGHLKDSNSWPPSNKRGVDTEDAHKSNATPVPEVASKSTSLASIPGEEIQQS.... Result: 0 (no interaction). (2) The miRNA is hsa-miR-4769-5p with sequence GGUGGGAUGGAGAGAAGGUAUGAG. The protein sequence of the target gene is MAARVAAVRAAAWLLLGAATGLTRGPAAAFTAARSDAGIRAMCSEIILRQEVLKDGFHRDLLIKVKFGESIEDLHTCRLLIKQDIPAGLYVDPYELASLRERNITEAVMVSENFDIEAPNYLSKESEVLIYARRDSQCIDCFQAFLPVHCRYHRPHSEDGEASIVVNNPDLLMFCDQEFPILKCWAHSEVAAPCALENEDICQWNKMKYKSVYKNVILQVPVGLTVHTSLVCSVTLLITILCSTLILVAVFKYGHFSL. Result: 0 (no interaction).